Dataset: Forward reaction prediction with 1.9M reactions from USPTO patents (1976-2016). Task: Predict the product of the given reaction. (1) Given the reactants [O:1]1[CH2:5][C@H:4]([OH:6])[C@@H:3]2[O:7][CH2:8][C@@H:9]([OH:10])[C@@H:2]12.[C:11]1(C)[C:12]([S:17](Cl)(=[O:19])=[O:18])=[CH:13][CH:14]=[CH:15][CH:16]=1.N1C=CC=C[CH:23]=1, predict the reaction product. The product is: [OH:6][C@H:4]1[C@H:3]2[O:7][CH2:8][C@H:9]([O:10][S:17]([C:12]3[CH:11]=[CH:16][C:15]([CH3:23])=[CH:14][CH:13]=3)(=[O:18])=[O:19])[C@H:2]2[O:1][CH2:5]1.[OH:6][C@@H:4]1[C@H:3]2[O:7][CH2:8][C@@H:9]([O:10][S:17]([C:12]3[CH:11]=[CH:16][C:15]([CH3:23])=[CH:14][CH:13]=3)(=[O:18])=[O:19])[C@H:2]2[O:1][CH2:5]1. (2) The product is: [OH:32][C@@:24]1([CH2:29][O:30][CH3:31])[CH2:25][CH2:26][CH2:27][CH2:28][C@H:23]1[N:15]1[C:16]([C:17]2[CH:22]=[CH:21][CH:20]=[CH:19][CH:18]=2)=[C:12]([C:10]([N:9]2[CH2:8][CH2:7][N:6]([C:33]([O:35][C:36]([CH3:39])([CH3:38])[CH3:37])=[O:34])[CH2:5][C@H:4]2[CH2:3][CH2:2][O:1][C:43]2[CH:48]=[CH:47][CH:46]=[CH:45][N:44]=2)=[O:11])[N:13]=[CH:14]1. Given the reactants [OH:1][CH2:2][CH2:3][C@H:4]1[N:9]([C:10]([C:12]2[N:13]=[CH:14][N:15]([C@@H:23]3[CH2:28][CH2:27][CH2:26][CH2:25][C@@:24]3([OH:32])[CH2:29][O:30][CH3:31])[C:16]=2[C:17]2[CH:22]=[CH:21][CH:20]=[CH:19][CH:18]=2)=[O:11])[CH2:8][CH2:7][N:6]([C:33]([O:35][C:36]([CH3:39])([CH3:38])[CH3:37])=[O:34])[CH2:5]1.[H-].[Na+].Br[C:43]1[CH:48]=[CH:47][CH:46]=[CH:45][N:44]=1, predict the reaction product.